From a dataset of Full USPTO retrosynthesis dataset with 1.9M reactions from patents (1976-2016). Predict the reactants needed to synthesize the given product. (1) Given the product [Br:1][C:2]1[CH:3]=[C:4]([NH:8][S:19]([C:16]2[CH:17]=[CH:18][C:13]([CH3:12])=[CH:14][CH:15]=2)(=[O:21])=[O:20])[CH:5]=[N:6][CH:7]=1, predict the reactants needed to synthesize it. The reactants are: [Br:1][C:2]1[CH:3]=[C:4]([NH2:8])[CH:5]=[N:6][CH:7]=1.C(O)C.[CH3:12][C:13]1[CH:18]=[CH:17][C:16]([S:19](Cl)(=[O:21])=[O:20])=[CH:15][CH:14]=1. (2) The reactants are: [O:1]=[C:2]([OH:14])[C@@H:3]([C@H:5]([C@@H:7]([C@@H:9]([C:11]([O-:13])=[O:12])[OH:10])O)[OH:6])[OH:4].[K+].[CH3:16][O-].[Na+]. Given the product [CH3:16][O:13][C:11]([C@@H:9]([OH:10])[C@H:7]1[O:14][C:2](=[O:1])[C@H:3]([OH:4])[C@H:5]1[OH:6])=[O:12], predict the reactants needed to synthesize it. (3) Given the product [F:1][C:2]1[C:3]([C:8]([NH:62][C:55]2[CH:54]=[C:53]([C:48]3[CH:49]=[CH:50][CH:51]=[C:52]4[C:47]=3[CH:46]=[CH:45][NH:44]4)[CH:61]=[C:60]3[C:56]=2[CH:57]=[N:58][NH:59]3)=[O:10])=[N:4][CH:5]=[CH:6][CH:7]=1, predict the reactants needed to synthesize it. The reactants are: [F:1][C:2]1[C:3]([C:8]([OH:10])=O)=[N:4][CH:5]=[CH:6][CH:7]=1.F[P-](F)(F)(F)(F)F.N1(OC(N(C)C)=[N+](C)C)C2N=CC=CC=2N=N1.CCN(C(C)C)C(C)C.[NH:44]1[C:52]2[C:47](=[C:48]([C:53]3[CH:54]=[C:55]([NH2:62])[C:56]4[CH:57]=[N:58][NH:59][C:60]=4[CH:61]=3)[CH:49]=[CH:50][CH:51]=2)[CH:46]=[CH:45]1. (4) Given the product [F:19][C:16]([F:17])([F:18])[C:13]1[CH:14]=[C:15]2[C:10](=[CH:11][CH:12]=1)[NH:9][CH:8]=[C:7]2[CH2:2][C:3]([O:5][CH3:6])=[O:4], predict the reactants needed to synthesize it. The reactants are: O=[C:2]([C:7]1[C:15]2[C:10](=[CH:11][CH:12]=[C:13]([C:16]([F:19])([F:18])[F:17])[CH:14]=2)[NH:9][CH:8]=1)[C:3]([O:5][CH3:6])=[O:4].O1CCOCC1. (5) The reactants are: [C:1]([OH:11])(=[O:10])/[CH:2]=[CH:3]/[C:4]1[CH:9]=[CH:8][CH:7]=[CH:6][CH:5]=1.[CH2:12]([CH:14]1[O:16][CH2:15]1)Cl. Given the product [C:1]([O:11][CH2:12][CH:14]1[O:16][CH2:15]1)(=[O:10])[CH:2]=[CH:3][C:4]1[CH:5]=[CH:6][CH:7]=[CH:8][CH:9]=1, predict the reactants needed to synthesize it. (6) Given the product [I:19][C:17]1[S:16][C:13]2[NH:14][N:15]=[C:11]([C:2]3[CH:3]=[CH:4][C:5]4[C:10](=[CH:9][CH:8]=[CH:7][CH:6]=4)[CH:1]=3)[C:12]=2[CH:18]=1, predict the reactants needed to synthesize it. The reactants are: [CH:1]1[C:10]2[C:5](=[CH:6][CH:7]=[CH:8][CH:9]=2)[CH:4]=[CH:3][C:2]=1[C:11]1[C:12]2[CH:18]=[CH:17][S:16][C:13]=2[NH:14][N:15]=1.[I:19]N1C(=O)CCC1=O.S([O-])([O-])(=O)=S.[Na+].[Na+]. (7) Given the product [CH2:9]([O:11][C:12]([C:14]1([CH2:28][CH2:29][O:30][CH3:31])[CH2:19][CH2:18][N:17]([C:20]([O:22][C:23]([CH3:25])([CH3:24])[CH3:26])=[O:21])[CH2:16][CH2:15]1)=[O:13])[CH3:10], predict the reactants needed to synthesize it. The reactants are: [Li+].CC([N-]C(C)C)C.[CH2:9]([O:11][C:12]([CH:14]1[CH2:19][CH2:18][N:17]([C:20]([O:22][C:23]([CH3:26])([CH3:25])[CH3:24])=[O:21])[CH2:16][CH2:15]1)=[O:13])[CH3:10].Br[CH2:28][CH2:29][O:30][CH3:31].